Dataset: NCI-60 drug combinations with 297,098 pairs across 59 cell lines. Task: Regression. Given two drug SMILES strings and cell line genomic features, predict the synergy score measuring deviation from expected non-interaction effect. (1) Drug 1: CCC1(CC2CC(C3=C(CCN(C2)C1)C4=CC=CC=C4N3)(C5=C(C=C6C(=C5)C78CCN9C7C(C=CC9)(C(C(C8N6C=O)(C(=O)OC)O)OC(=O)C)CC)OC)C(=O)OC)O.OS(=O)(=O)O. Drug 2: CC1=C(N=C(N=C1N)C(CC(=O)N)NCC(C(=O)N)N)C(=O)NC(C(C2=CN=CN2)OC3C(C(C(C(O3)CO)O)O)OC4C(C(C(C(O4)CO)O)OC(=O)N)O)C(=O)NC(C)C(C(C)C(=O)NC(C(C)O)C(=O)NCCC5=NC(=CS5)C6=NC(=CS6)C(=O)NCCC[S+](C)C)O. Cell line: SF-268. Synergy scores: CSS=14.5, Synergy_ZIP=-4.15, Synergy_Bliss=-0.224, Synergy_Loewe=-2.65, Synergy_HSA=-0.784. (2) Drug 1: CC(C1=C(C=CC(=C1Cl)F)Cl)OC2=C(N=CC(=C2)C3=CN(N=C3)C4CCNCC4)N. Drug 2: C1=C(C(=O)NC(=O)N1)F. Cell line: MDA-MB-231. Synergy scores: CSS=14.3, Synergy_ZIP=-7.12, Synergy_Bliss=-1.08, Synergy_Loewe=1.03, Synergy_HSA=1.32. (3) Drug 1: CC1=C(N=C(N=C1N)C(CC(=O)N)NCC(C(=O)N)N)C(=O)NC(C(C2=CN=CN2)OC3C(C(C(C(O3)CO)O)O)OC4C(C(C(C(O4)CO)O)OC(=O)N)O)C(=O)NC(C)C(C(C)C(=O)NC(C(C)O)C(=O)NCCC5=NC(=CS5)C6=NC(=CS6)C(=O)NCCC[S+](C)C)O. Drug 2: COC1=C2C(=CC3=C1OC=C3)C=CC(=O)O2. Cell line: CCRF-CEM. Synergy scores: CSS=34.9, Synergy_ZIP=-11.3, Synergy_Bliss=-6.20, Synergy_Loewe=-20.8, Synergy_HSA=-7.20. (4) Drug 1: C(=O)(N)NO. Drug 2: CC(C)(C#N)C1=CC(=CC(=C1)CN2C=NC=N2)C(C)(C)C#N. Cell line: T-47D. Synergy scores: CSS=-0.00250, Synergy_ZIP=-1.35, Synergy_Bliss=-4.98, Synergy_Loewe=-2.96, Synergy_HSA=-4.43. (5) Drug 1: C#CCC(CC1=CN=C2C(=N1)C(=NC(=N2)N)N)C3=CC=C(C=C3)C(=O)NC(CCC(=O)O)C(=O)O. Drug 2: CC(C)CN1C=NC2=C1C3=CC=CC=C3N=C2N. Cell line: SNB-19. Synergy scores: CSS=-1.41, Synergy_ZIP=1.24, Synergy_Bliss=0.862, Synergy_Loewe=-2.25, Synergy_HSA=-2.90.